From a dataset of Catalyst prediction with 721,799 reactions and 888 catalyst types from USPTO. Predict which catalyst facilitates the given reaction. (1) Reactant: [CH3:1][O:2][C:3](=[O:58])[NH:4][C@@H:5]([CH:45]([C:52]1[CH:57]=[CH:56][CH:55]=[CH:54][CH:53]=1)[C:46]1[CH:51]=[CH:50][CH:49]=[CH:48][CH:47]=1)[C:6]([NH:8][C:9]1[CH:14]=[CH:13][CH:12]=[CH:11][C:10]=1[CH2:15][CH2:16][C@H:17]([NH:37]C(OC(C)(C)C)=O)[CH2:18][O:19][Si:20]([C:33]([CH3:36])([CH3:35])[CH3:34])([C:27]1[CH:32]=[CH:31][CH:30]=[CH:29][CH:28]=1)[C:21]1[CH:26]=[CH:25][CH:24]=[CH:23][CH:22]=1)=[O:7].C(O)(C(F)(F)F)=O. Product: [NH2:37][C@H:17]([CH2:18][O:19][Si:20]([C:33]([CH3:36])([CH3:35])[CH3:34])([C:21]1[CH:26]=[CH:25][CH:24]=[CH:23][CH:22]=1)[C:27]1[CH:32]=[CH:31][CH:30]=[CH:29][CH:28]=1)[CH2:16][CH2:15][C:10]1[CH:11]=[CH:12][CH:13]=[CH:14][C:9]=1[NH:8][C:6](=[O:7])[C@H:5]([CH:45]([C:52]1[CH:53]=[CH:54][CH:55]=[CH:56][CH:57]=1)[C:46]1[CH:51]=[CH:50][CH:49]=[CH:48][CH:47]=1)[NH:4][C:3]([O:2][CH3:1])=[O:58]. The catalyst class is: 2. (2) Reactant: [OH:1][CH2:2][CH2:3][O:4][CH2:5][CH2:6][O:7][CH2:8][CH2:9][O:10][CH2:11][CH2:12][C:13]([O:15][C:16]([CH3:19])([CH3:18])[CH3:17])=[O:14].C(N(CC)CC)C.[S:27](Cl)([C:30]1[CH:36]=[CH:35][C:33]([CH3:34])=[CH:32][CH:31]=1)(=[O:29])=[O:28]. Product: [CH3:34][C:33]1[CH:35]=[CH:36][C:30]([S:27]([O:1][CH2:2][CH2:3][O:4][CH2:5][CH2:6][O:7][CH2:8][CH2:9][O:10][CH2:11][CH2:12][C:13]([O:15][C:16]([CH3:19])([CH3:18])[CH3:17])=[O:14])(=[O:29])=[O:28])=[CH:31][CH:32]=1. The catalyst class is: 4. (3) Reactant: O1[C:5]2([CH2:10][CH2:9][N:8]([C:11]3[CH:18]=[CH:17][C:14]([C:15]#[N:16])=[CH:13][CH:12]=3)[CH2:7][CH2:6]2)[O:4]CC1.OS(O)(=O)=O.CCOC(C)=O. Product: [O:4]=[C:5]1[CH2:6][CH2:7][N:8]([C:11]2[CH:18]=[CH:17][C:14]([C:15]#[N:16])=[CH:13][CH:12]=2)[CH2:9][CH2:10]1. The catalyst class is: 20. (4) Reactant: [CH2:1]([O:3][C:4](=[O:15])[CH:5]([CH3:14])[CH:6]([NH:8][CH:9]1[CH2:13][CH2:12][CH2:11][CH2:10]1)[CH3:7])[CH3:2].[Cl:16][C:17]1[N:22]=[C:21](Cl)[C:20]([N+:24]([O-:26])=[O:25])=[CH:19][N:18]=1.C(=O)(O)[O-].[K+]. Product: [CH2:1]([O:3][C:4](=[O:15])[CH:5]([CH3:14])[CH:6]([N:8]([C:19]1[C:20]([N+:24]([O-:26])=[O:25])=[CH:21][N:22]=[C:17]([Cl:16])[N:18]=1)[CH:9]1[CH2:13][CH2:12][CH2:11][CH2:10]1)[CH3:7])[CH3:2]. The catalyst class is: 581. (5) Reactant: [NH2:1][C:2]1[S:3][C:4]([C:10]2[CH:15]=[CH:14][N:13]=[CH:12][CH:11]=2)=[CH:5][C:6]=1[C:7]([NH2:9])=[O:8].[C:16]1([CH3:26])[CH:21]=[CH:20][C:19](S(O)(=O)=O)=CC=1.C1(=O)CCCC1. Product: [N:13]1[CH:12]=[CH:11][C:10]([C:4]2[S:3][C:2]3[NH:1][C:19]4([CH2:20][CH2:21][CH2:16][CH2:26]4)[NH:9][C:7](=[O:8])[C:6]=3[CH:5]=2)=[CH:15][CH:14]=1. The catalyst class is: 11. (6) Reactant: C(N(C(C)C)CC)(C)C.FC(F)(F)C(O)=O.[CH3:17][O:18][C:19](=[O:38])[CH2:20][C:21]1[CH:30]=[C:29]([CH:31]2[CH2:36][CH2:35][NH:34][CH2:33][CH2:32]2)[C:28]2[C:23](=[CH:24][CH:25]=[C:26]([F:37])[CH:27]=2)[CH:22]=1.[Cl:39][C:40]1[CH:45]=[CH:44][CH:43]=[CH:42][C:41]=1[S:46](Cl)(=[O:48])=[O:47]. Product: [CH3:17][O:18][C:19](=[O:38])[CH2:20][C:21]1[CH:30]=[C:29]([CH:31]2[CH2:36][CH2:35][N:34]([S:46]([C:41]3[CH:42]=[CH:43][CH:44]=[CH:45][C:40]=3[Cl:39])(=[O:48])=[O:47])[CH2:33][CH2:32]2)[C:28]2[C:23](=[CH:24][CH:25]=[C:26]([F:37])[CH:27]=2)[CH:22]=1. The catalyst class is: 7. (7) Reactant: ClC1C=CC(CN2[C:15]3C(=C[C:12]([C:16]#[N:17])=[CH:13][CH:14]=3)C=C2C)=CC=1.[C:21](Cl)(=[O:25])C(Cl)=O.C([N:29](CC)CC)C. Product: [CH3:21][O:25][C:15]1[CH:14]=[C:13]([NH2:29])[CH:12]=[CH:16][N:17]=1. The catalyst class is: 120. (8) Reactant: [Cl:1][C:2]1[CH:7]=[CH:6][C:5]([C:8]2[N:12]([CH2:13][CH:14]([OH:19])[C:15]([F:18])([F:17])[F:16])[C:11](=[O:20])[N:10]([CH2:21][C:22]3[CH:30]=[CH:29][C:25]([C:26](O)=[O:27])=[CH:24][CH:23]=3)[N:9]=2)=[CH:4][CH:3]=1.C1C=CC2N(O)N=NC=2C=1.C(Cl)CCl.[CH3:45][C:46]([NH2:49])([CH3:48])[CH3:47]. Product: [C:46]([NH:49][C:26](=[O:27])[C:25]1[CH:29]=[CH:30][C:22]([CH2:21][N:10]2[C:11](=[O:20])[N:12]([CH2:13][CH:14]([OH:19])[C:15]([F:18])([F:16])[F:17])[C:8]([C:5]3[CH:6]=[CH:7][C:2]([Cl:1])=[CH:3][CH:4]=3)=[N:9]2)=[CH:23][CH:24]=1)([CH3:48])([CH3:47])[CH3:45]. The catalyst class is: 18. (9) Reactant: [F:1][C:2]1[CH:3]=[CH:4][C:5]2[N:6]([C:8]([CH3:37])=[C:9]([N:11]([CH2:25][C:26]3[CH:31]=[CH:30][C:29]([O:32][C:33]([F:36])([F:35])[F:34])=[CH:28][CH:27]=3)[S:12]([C:15]3[CH:24]=[CH:23][C:18]([C:19]([O:21]C)=[O:20])=[CH:17][CH:16]=3)(=[O:14])=[O:13])[N:10]=2)[CH:7]=1.[OH-].[Na+:39]. Product: [F:1][C:2]1[CH:3]=[CH:4][C:5]2[N:6]([C:8]([CH3:37])=[C:9]([N:11]([CH2:25][C:26]3[CH:31]=[CH:30][C:29]([O:32][C:33]([F:34])([F:35])[F:36])=[CH:28][CH:27]=3)[S:12]([C:15]3[CH:16]=[CH:17][C:18]([C:19]([O-:21])=[O:20])=[CH:23][CH:24]=3)(=[O:14])=[O:13])[N:10]=2)[CH:7]=1.[Na+:39]. The catalyst class is: 5.